Predict the reaction yield, written as a fraction of the theoretical maximum amount of product (1.0 means a 100% yield; for example, 0.34 means a 34% yield). From a dataset of Reaction yield outcomes from USPTO patents with 853,638 reactions. (1) The reactants are [NH2:1][C:2]1[C:11]2[C:6](=[C:7](Br)[CH:8]=[CH:9][CH:10]=2)[N:5]=[N:4][C:3]=1[C:13]([NH:15][CH2:16][CH2:17][CH3:18])=[O:14].[F:19][C:20]1[C:21]([O:29][CH3:30])=[C:22](B(O)O)[CH:23]=[CH:24][CH:25]=1. No catalyst specified. The product is [NH2:1][C:2]1[C:11]2[C:6](=[C:7]([C:22]3[CH:23]=[CH:24][CH:25]=[C:20]([F:19])[C:21]=3[O:29][CH3:30])[CH:8]=[CH:9][CH:10]=2)[N:5]=[N:4][C:3]=1[C:13]([NH:15][CH2:16][CH2:17][CH3:18])=[O:14]. The yield is 0.880. (2) The reactants are C[O:2][C:3](=[O:39])[C:4]1[CH:9]=[CH:8][C:7]([S:10][C:11]2[CH:16]=[CH:15][C:14]([NH:17][C:18]([O:20][C:21]([CH3:24])([CH3:23])[CH3:22])=[O:19])=[CH:13][CH:12]=2)=[C:6]([NH:25][C:26]2[C:27]3[CH:35]=[CH:34][C:33]([CH:36]([CH3:38])[CH3:37])=[N:32][C:28]=3[N:29]=[CH:30][N:31]=2)[CH:5]=1.[Li+].[OH-]. The catalyst is C1COCC1. The product is [C:21]([O:20][C:18]([NH:17][C:14]1[CH:13]=[CH:12][C:11]([S:10][C:7]2[CH:8]=[CH:9][C:4]([C:3]([OH:39])=[O:2])=[CH:5][C:6]=2[NH:25][C:26]2[C:27]3[CH:35]=[CH:34][C:33]([CH:36]([CH3:38])[CH3:37])=[N:32][C:28]=3[N:29]=[CH:30][N:31]=2)=[CH:16][CH:15]=1)=[O:19])([CH3:24])([CH3:23])[CH3:22]. The yield is 0.980. (3) The reactants are [CH3:1][C@@H:2]([NH:13][CH2:14][CH2:15][CH2:16][C:17]1[CH:18]=[CH:19][CH:20]=[C:21]([C:23]([F:26])([F:25])[F:24])[CH:22]=1)[C:3]1[CH:4]=[CH:5][CH:6]=[C:7]2[CH:12]=[CH:11][CH:10]=[CH:9][C:8]=12.[ClH:27]. The catalyst is C1(C)C=CC=CC=1.CCCCCCC. The product is [CH3:1][C@@H:2]([NH:13][CH2:14][CH2:15][CH2:16][C:17]1[CH:18]=[CH:19][CH:20]=[C:21]([C:23]([F:24])([F:25])[F:26])[CH:22]=1)[C:3]1[CH:4]=[CH:5][CH:6]=[C:7]2[CH:12]=[CH:11][CH:10]=[CH:9][C:8]=12.[ClH:27]. The yield is 0.925. (4) The yield is 0.450. The reactants are [F:1][C:2]([F:18])([F:17])[C:3]1[CH:8]=[CH:7][C:6]([CH2:9][NH2:10])=[C:5]([N:11]2[CH2:16][CH2:15][CH2:14][CH2:13][CH2:12]2)[CH:4]=1.ClC(Cl)(OC(=O)OC(Cl)(Cl)Cl)Cl.[N-:31]=[C:32]=[O:33].N[C:35]1[C:44]2[NH:43][C:42](=[O:45])[CH2:41][O:40][C:39]=2[CH:38]=[CH:37][CH:36]=1. The catalyst is CCOC(C)=O.CN(C=O)C. The product is [F:18][C:2]([F:1])([F:17])[C:3]1[CH:8]=[CH:7][C:6]([CH2:9][NH:10][C:32]([NH:31][C:35]2[C:44]3[NH:43][C:42](=[O:45])[CH2:41][O:40][C:39]=3[CH:38]=[CH:37][CH:36]=2)=[O:33])=[C:5]([N:11]2[CH2:16][CH2:15][CH2:14][CH2:13][CH2:12]2)[CH:4]=1. (5) The reactants are Br[C:2]1[CH:7]=[CH:6][C:5]([N+:8]([O-:10])=[O:9])=[C:4]([O:11][CH3:12])[C:3]=1[F:13].[CH3:14][N:15](C1C(C2C(P(C3CCCCC3)C3CCCCC3)=CC=CC=2)=CC=CC=1)C.C(OCC)(=O)C. The catalyst is CC(N(C)C)=O.[Pd].[C-]#N.[Zn+2].[C-]#N.C1C=CC(/C=C/C(/C=C/C2C=CC=CC=2)=O)=CC=1.C1C=CC(/C=C/C(/C=C/C2C=CC=CC=2)=O)=CC=1.C1C=CC(/C=C/C(/C=C/C2C=CC=CC=2)=O)=CC=1.[Pd].[Pd]. The product is [F:13][C:3]1[C:4]([O:11][CH3:12])=[C:5]([N+:8]([O-:10])=[O:9])[CH:6]=[CH:7][C:2]=1[C:14]#[N:15]. The yield is 0.870. (6) The reactants are [CH:1]1[C:6]([CH:7]=[O:8])=[CH:5][CH:4]=[C:3]([CH:9]=[O:10])[CH:2]=1.[BH4-].[Na+].Cl. The catalyst is C1COCC1. The product is [OH:10][CH2:9][C:3]1[CH:2]=[CH:1][C:6]([CH:7]=[O:8])=[CH:5][CH:4]=1. The yield is 0.980. (7) The reactants are [C:1]([O:5][C:6](=[O:18])[C@H:7]([CH3:17])[CH2:8][C:9]1([C:14]([OH:16])=O)[CH2:13][CH2:12][CH2:11][CH2:10]1)([CH3:4])([CH3:3])[CH3:2].C(N1C=CN=C1)(N1C=CN=C1)=O.C(N(CC)CC)C.Cl.Cl.[CH3:40][C:41]1[S:42][C:43]2[CH:49]=[C:48]([CH2:50][CH2:51][CH2:52][NH2:53])[CH:47]=[CH:46][C:44]=2[N:45]=1. The catalyst is C(OC(C)C)(=O)C.O.Cl.C(N(CC)CC)C. The product is [CH3:17][C@H:7]([CH2:8][C:9]1([C:14]([NH:53][CH2:52][CH2:51][CH2:50][C:48]2[CH:47]=[CH:46][C:44]3[N:45]=[C:41]([CH3:40])[S:42][C:43]=3[CH:49]=2)=[O:16])[CH2:10][CH2:11][CH2:12][CH2:13]1)[C:6]([O:5][C:1]([CH3:2])([CH3:3])[CH3:4])=[O:18]. The yield is 0.980. (8) The reactants are [NH2:1][C:2]1[C:13]([Br:14])=[CH:12][CH:11]=[CH:10][C:3]=1[C:4]([NH:6][CH:7]([CH3:9])[CH3:8])=[O:5].[C:15](OC(Cl)(Cl)Cl)(OC(Cl)(Cl)Cl)=[O:16].O. The catalyst is C(Cl)Cl. The product is [Br:14][C:13]1[CH:12]=[CH:11][CH:10]=[C:3]2[C:2]=1[NH:1][C:15](=[O:16])[N:6]([CH:7]([CH3:9])[CH3:8])[C:4]2=[O:5]. The yield is 1.00.